From a dataset of Forward reaction prediction with 1.9M reactions from USPTO patents (1976-2016). Predict the product of the given reaction. (1) Given the reactants [H-].[Na+].[O:3]1[CH2:7][CH2:6][CH2:5][CH2:4]1.[CH2:8](Br)[C:9]1[CH:14]=[CH:13][CH:12]=[CH:11][CH:10]=1, predict the reaction product. The product is: [CH2:4]=[CH:5][CH2:6][CH:7]([O:3][CH2:8][C:9]1[CH:14]=[CH:13][CH:12]=[CH:11][CH:10]=1)[CH2:4][CH2:5][CH2:6][CH3:7]. (2) Given the reactants C([O-])([O-])=O.[Na+].[Na+].Cl.[NH2:8][OH:9].NO.[CH3:12][C:13]([O:16][C:17]([NH:19][CH2:20][C:21]#[N:22])=[O:18])([CH3:15])[CH3:14], predict the reaction product. The product is: [C:13]([O:16][C:17]([NH:19][C:20](=[N:8][OH:9])[CH2:21][NH2:22])=[O:18])([CH3:12])([CH3:14])[CH3:15]. (3) Given the reactants Cl[C:2]1[N:7]=[CH:6][N:5]=[C:4]2[NH:8][N:9]=[CH:10][C:3]=12.Cl.[F:12][C:13]([F:32])([F:31])[C:14]1[CH:15]=[C:16]([C:20]2[N:21]=[C:22]([CH:25]3[CH2:30][CH2:29][NH:28][CH2:27][CH2:26]3)[NH:23][CH:24]=2)[CH:17]=[CH:18][CH:19]=1.CO.C(N(CC)CC)C, predict the reaction product. The product is: [F:31][C:13]([F:12])([F:32])[C:14]1[CH:15]=[C:16]([C:20]2[N:21]=[C:22]([CH:25]3[CH2:26][CH2:27][N:28]([C:2]4[N:7]=[CH:6][N:5]=[C:4]5[NH:8][N:9]=[CH:10][C:3]=45)[CH2:29][CH2:30]3)[NH:23][CH:24]=2)[CH:17]=[CH:18][CH:19]=1. (4) The product is: [Cl:1][C:2]1[C:11]2[C:6](=[CH:7][CH:8]=[C:9]([C:67]([C:66]3[N:62]([CH3:61])[N:63]=[N:64][CH:65]=3)([CH:69]3[CH2:74][CH2:73][O:72][CH2:71][CH2:70]3)[OH:68])[CH:10]=2)[N:5]=[C:4]([O:22][CH3:23])[C:3]=1[CH2:24][C:25]1[CH:30]=[CH:29][C:28]([C:31]([F:34])([F:32])[F:33])=[CH:27][CH:26]=1. Given the reactants [Cl:1][C:2]1[C:11]2[C:6](=[CH:7][CH:8]=[C:9](C(C3C(C)=NC(C)=CC=3)O)[CH:10]=2)[N:5]=[C:4]([O:22][CH3:23])[C:3]=1[CH2:24][C:25]1[CH:30]=[CH:29][C:28]([C:31]([F:34])([F:33])[F:32])=[CH:27][CH:26]=1.N1(C2C=CC(CC3C(Cl)=NC4C(C=3Cl)=CC(Br)=CC=4C)=CC=2)C=CC=N1.[CH3:61][N:62]1[C:66]([C:67]([CH:69]2[CH2:74][CH2:73][O:72][CH2:71][CH2:70]2)=[O:68])=[CH:65][N:64]=[N:63]1.S1C(CC2C(OC)=NC3C(C=2Cl)=CC(C(C2N(C)C=NC=2)(C2C=NC(C(F)(F)F)=CC=2)O)=CC=3)=CC2C=CC=CC1=2, predict the reaction product. (5) Given the reactants [N+:1]([C:4]1[CH:5]=[C:6]([CH:14]=[CH:15][C:16]=1[N+:17]([O-])=O)[CH2:7][N:8]1[CH2:13][CH2:12][CH2:11][CH2:10][CH2:9]1)([O-])=O, predict the reaction product. The product is: [N:8]1([CH2:7][C:6]2[CH:5]=[C:4]([NH2:1])[C:16]([NH2:17])=[CH:15][CH:14]=2)[CH2:9][CH2:10][CH2:11][CH2:12][CH2:13]1. (6) Given the reactants [Br:1][C:2]1[C:3]([O:11][CH3:12])=[CH:4][C:5](F)=[C:6]([CH:9]=1)[CH:7]=O.C(=O)(O)O.[NH2:17][C:18]([NH2:20])=[NH:19], predict the reaction product. The product is: [NH2:20][C:18]1[N:19]=[CH:7][C:6]2[C:5](=[CH:4][C:3]([O:11][CH3:12])=[C:2]([Br:1])[CH:9]=2)[N:17]=1.